This data is from Catalyst prediction with 721,799 reactions and 888 catalyst types from USPTO. The task is: Predict which catalyst facilitates the given reaction. Product: [Cl:1][C:2]1[CH:3]=[CH:4][CH:5]=[C:6]2[C:10]=1[N:9]([CH2:11][CH:12]1[CH2:13][CH2:14][CH2:15][CH2:16][CH2:17]1)[CH:8]=[C:7]2[C:18]([OH:19])=[O:24]. The catalyst class is: 8. Reactant: [Cl:1][C:2]1[CH:3]=[CH:4][CH:5]=[C:6]2[C:10]=1[N:9]([CH2:11][CH:12]1[CH2:17][CH2:16][CH2:15][CH2:14][CH2:13]1)[CH:8]=[C:7]2[C:18](C(F)(F)F)=[O:19].[OH-:24].[Na+].